Dataset: Peptide-MHC class I binding affinity with 185,985 pairs from IEDB/IMGT. Task: Regression. Given a peptide amino acid sequence and an MHC pseudo amino acid sequence, predict their binding affinity value. This is MHC class I binding data. (1) The peptide sequence is YLLEMLWRL. The MHC is HLA-B35:01 with pseudo-sequence HLA-B35:01. The binding affinity (normalized) is 0. (2) The peptide sequence is KLMGHFSWWT. The MHC is HLA-A02:06 with pseudo-sequence HLA-A02:06. The binding affinity (normalized) is 0.575. (3) The peptide sequence is KLSDVGHQYA. The MHC is HLA-A02:01 with pseudo-sequence HLA-A02:01. The binding affinity (normalized) is 0.717. (4) The peptide sequence is FIHFDHVPI. The MHC is HLA-A68:02 with pseudo-sequence HLA-A68:02. The binding affinity (normalized) is 0.703. (5) The peptide sequence is MMLVAPSYGM. The MHC is HLA-A02:17 with pseudo-sequence HLA-A02:17. The binding affinity (normalized) is 0.708. (6) The peptide sequence is FVDVGVSAL. The MHC is HLA-C05:01 with pseudo-sequence HLA-C05:01. The binding affinity (normalized) is 1.00.